From a dataset of hERG Central: cardiac toxicity at 1µM, 10µM, and general inhibition. Predict hERG channel inhibition at various concentrations. (1) The drug is Cc1ccc(CN2C3CCCC2CC(NC(=O)c2ccc(F)cc2)C3)cc1. Results: hERG_inhib (hERG inhibition (general)): blocker. (2) The molecule is CCCCN(CCCC)CCNC(=O)CN1C(=O)CSc2ccc(S(=O)(=O)N3CCCCC3)cc21. Results: hERG_inhib (hERG inhibition (general)): blocker.